From a dataset of Catalyst prediction with 721,799 reactions and 888 catalyst types from USPTO. Predict which catalyst facilitates the given reaction. (1) Reactant: C([O-])([O-])=O.[Cs+].[Cs+].[CH2:7]([O:9][CH2:10][C:11]([OH:13])=[O:12])[CH3:8].Cl[CH2:15][S:16][C:17]1[CH:22]=[CH:21][CH:20]=[CH:19][CH:18]=1. Product: [CH2:7]([O:9][CH2:10][C:11]([O:13][CH2:15][S:16][C:17]1[CH:22]=[CH:21][CH:20]=[CH:19][CH:18]=1)=[O:12])[CH3:8]. The catalyst class is: 18. (2) Reactant: Cl.Cl.[CH3:3][O:4][C:5](=[O:13])[C@H:6]([CH2:8][CH2:9][CH2:10][CH2:11][NH2:12])[NH2:7].C(N([CH2:19][CH3:20])CC)C.[CH2:21]([O:28][CH2:29][C:30](Cl)=[O:31])[C:22]1[CH:27]=[CH:26][CH:25]=[CH:24][CH:23]=1. Product: [CH3:3][O:4][C:5](=[O:13])[CH:6]([NH:7][C:30](=[O:31])[CH2:29][O:28][CH2:21][C:20]1[CH:19]=[CH:24][CH:23]=[CH:22][CH:27]=1)[CH2:8][CH2:9][CH2:10][CH2:11][NH:12][C:30](=[O:31])[CH2:29][O:28][CH2:21][C:22]1[CH:27]=[CH:26][CH:25]=[CH:24][CH:23]=1. The catalyst class is: 13. (3) Reactant: [CH3:1][N:2]([CH3:6])[CH2:3][CH2:4][NH2:5].[C:7]([NH:10][C:11]1[S:12][C:13]([S:17](Cl)(=[O:19])=[O:18])=[C:14]([CH3:16])[N:15]=1)(=[O:9])[CH3:8].C(N(CC)CC)C. Product: [CH3:1][N:2]([CH3:6])[CH2:3][CH2:4][NH:5][S:17]([C:13]1[S:12][C:11]([NH:10][C:7](=[O:9])[CH3:8])=[N:15][C:14]=1[CH3:16])(=[O:18])=[O:19]. The catalyst class is: 7. (4) Reactant: [ClH:1].[NH2:2][C:3]12[CH2:11][CH2:10][CH:7]([CH2:8][CH2:9]1)[CH2:6][N:5]1[C:12](=[O:30])[C:13]([O:21][C:22]([C:24]3[CH:29]=[CH:28][CH:27]=[CH:26][CH:25]=3)=[O:23])=[C:14]([C:16]([O:18][CH2:19][CH3:20])=[O:17])[N:15]=[C:4]21.Cl.[H][H].[C:34](OCC)(=O)C. Product: [ClH:1].[CH3:34][NH:2][C:3]12[CH2:11][CH2:10][CH:7]([CH2:8][CH2:9]1)[CH2:6][N:5]1[C:12](=[O:30])[C:13]([O:21][C:22]([C:24]3[CH:25]=[CH:26][CH:27]=[CH:28][CH:29]=3)=[O:23])=[C:14]([C:16]([O:18][CH2:19][CH3:20])=[O:17])[N:15]=[C:4]21. The catalyst class is: 29. (5) Reactant: [CH2:1]([O:4][C:5]1[C:16]([O:17][CH3:18])=[C:15]([N+:19]([O-])=O)[CH:14]=[CH:13][C:6]=1[C:7]([O:9][CH2:10][CH:11]=[CH2:12])=[O:8])[CH:2]=[CH2:3].Cl[Sn]Cl. Product: [CH2:1]([O:4][C:5]1[C:16]([O:17][CH3:18])=[C:15]([NH2:19])[CH:14]=[CH:13][C:6]=1[C:7]([O:9][CH2:10][CH:11]=[CH2:12])=[O:8])[CH:2]=[CH2:3]. The catalyst class is: 14. (6) Reactant: [CH2:1]([C:3]1[CH:4]=[C:5]([CH:11]([OH:42])[C:12]2[N:13]([C:23]([C:36]3[CH:41]=[CH:40][CH:39]=[CH:38][CH:37]=3)([C:30]3[CH:35]=[CH:34][CH:33]=[CH:32][CH:31]=3)[C:24]3[CH:29]=[CH:28][CH:27]=[CH:26][CH:25]=3)[CH:14]=[C:15]([C:17]3[CH:22]=[CH:21][CH:20]=[CH:19][CH:18]=3)[N:16]=2)[C:6]([F:10])=[C:7]([OH:9])[CH:8]=1)[CH3:2].C([O-])([O-])=O.[K+].[K+].I[CH2:50][CH3:51]. Product: [CH2:50]([O:9][C:7]1[C:6]([F:10])=[C:5]([CH:11]([C:12]2[N:13]([C:23]([C:36]3[CH:37]=[CH:38][CH:39]=[CH:40][CH:41]=3)([C:30]3[CH:31]=[CH:32][CH:33]=[CH:34][CH:35]=3)[C:24]3[CH:29]=[CH:28][CH:27]=[CH:26][CH:25]=3)[CH:14]=[C:15]([C:17]3[CH:22]=[CH:21][CH:20]=[CH:19][CH:18]=3)[N:16]=2)[OH:42])[CH:4]=[C:3]([CH2:1][CH3:2])[CH:8]=1)[CH3:51]. The catalyst class is: 31. (7) Reactant: [CH2:1]([N:3]([CH2:35][CH3:36])[CH2:4]/[CH:5]=[CH:6]\[C:7]1[CH:12]=[C:11]([F:13])[CH:10]=[CH:9][C:8]=1[S:14]([NH:17][C:18]1[CH:27]=[CH:26][C:25]2[C:24]3=[CH:28][CH:29]=[N:30][N:23]3[CH2:22][CH2:21][C:20]=2[C:19]=1[C:31]([O:33]C)=[O:32])(=[O:16])=[O:15])[CH3:2].O.[OH-].[Li+]. Product: [CH2:35]([N:3]([CH2:1][CH3:2])[CH2:4]/[CH:5]=[CH:6]\[C:7]1[CH:12]=[C:11]([F:13])[CH:10]=[CH:9][C:8]=1[S:14]([NH:17][C:18]1[CH:27]=[CH:26][C:25]2[C:24]3=[CH:28][CH:29]=[N:30][N:23]3[CH2:22][CH2:21][C:20]=2[C:19]=1[C:31]([OH:33])=[O:32])(=[O:15])=[O:16])[CH3:36]. The catalyst class is: 38.